The task is: Regression. Given a peptide amino acid sequence and an MHC pseudo amino acid sequence, predict their binding affinity value. This is MHC class I binding data.. This data is from Peptide-MHC class I binding affinity with 185,985 pairs from IEDB/IMGT. (1) The peptide sequence is RAMRMVYYL. The MHC is HLA-A31:01 with pseudo-sequence HLA-A31:01. The binding affinity (normalized) is 0.872. (2) The peptide sequence is KLMPICMDV. The MHC is HLA-A33:01 with pseudo-sequence HLA-A33:01. The binding affinity (normalized) is 0. (3) The peptide sequence is LYGVGSSIA. The binding affinity (normalized) is 0.219. The MHC is Patr-A0901 with pseudo-sequence Patr-A0901.